From a dataset of Retrosynthesis with 50K atom-mapped reactions and 10 reaction types from USPTO. Predict the reactants needed to synthesize the given product. The reactants are: CCCCCCCCC(O)/C=C/c1cccc(C(=O)c2cccc(C(=O)OC)c2)n1. Given the product CCCCCCCCC(O)/C=C/c1cccc(C(=O)c2cccc(C(=O)O)c2)n1, predict the reactants needed to synthesize it.